Dataset: NCI-60 drug combinations with 297,098 pairs across 59 cell lines. Task: Regression. Given two drug SMILES strings and cell line genomic features, predict the synergy score measuring deviation from expected non-interaction effect. (1) Drug 1: CCC1=CC2CC(C3=C(CN(C2)C1)C4=CC=CC=C4N3)(C5=C(C=C6C(=C5)C78CCN9C7C(C=CC9)(C(C(C8N6C)(C(=O)OC)O)OC(=O)C)CC)OC)C(=O)OC.C(C(C(=O)O)O)(C(=O)O)O. Drug 2: C1=CC=C(C(=C1)C(C2=CC=C(C=C2)Cl)C(Cl)Cl)Cl. Cell line: T-47D. Synergy scores: CSS=36.5, Synergy_ZIP=-1.22, Synergy_Bliss=4.07, Synergy_Loewe=-5.53, Synergy_HSA=4.94. (2) Drug 1: CC1=C2C(C(=O)C3(C(CC4C(C3C(C(C2(C)C)(CC1OC(=O)C(C(C5=CC=CC=C5)NC(=O)OC(C)(C)C)O)O)OC(=O)C6=CC=CC=C6)(CO4)OC(=O)C)OC)C)OC. Drug 2: C1=C(C(=O)NC(=O)N1)F. Cell line: RXF 393. Synergy scores: CSS=59.5, Synergy_ZIP=10.7, Synergy_Bliss=10.4, Synergy_Loewe=15.6, Synergy_HSA=17.7.